Predict the reactants needed to synthesize the given product. From a dataset of Full USPTO retrosynthesis dataset with 1.9M reactions from patents (1976-2016). Given the product [OH:32][C:28]1[C:27]([OH:33])=[CH:26][C:23]([C:24]#[N:25])=[C:22]([CH2:4][CH:3]=[C:2]([CH3:14])[CH3:1])[C:29]=1[C:30]#[N:31], predict the reactants needed to synthesize it. The reactants are: [CH3:1][C:2]([CH3:14])=[CH:3][CH2:4]B1OC(C)(C)C(C)(C)O1.C(=O)([O-])[O-].[Na+].[Na+].Br[C:22]1[C:29]([C:30]#[N:31])=[C:28]([OH:32])[C:27]([OH:33])=[CH:26][C:23]=1[C:24]#[N:25].